From a dataset of Reaction yield outcomes from USPTO patents with 853,638 reactions. Predict the reaction yield, written as a fraction of the theoretical maximum amount of product (1.0 means a 100% yield; for example, 0.34 means a 34% yield). (1) The reactants are [C:1]([C:3]1[N:4]=[CH:5][N:6]([CH3:13])[C:7]=1[C:8](=[O:12])SCC)#[N:2].C([SiH](CC)CC)C. The catalyst is CC(C)=O.[Pd]. The product is [CH:8]([C:7]1[N:6]([CH3:13])[CH:5]=[N:4][C:3]=1[C:1]#[N:2])=[O:12]. The yield is 0.540. (2) The yield is 0.700. The product is [Cl:8][C:9]1[NH:10][C:11]([NH2:22])=[C:12]2[C:16]([N:17]=1)=[N:15][CH:14]=[N:13]2. The catalyst is C(O)(C)C. The reactants are C(O)(C(F)(F)F)=O.[Cl:8][C:9]1[N:17]=[C:16]2[C:12]([NH:13][CH:14]=[N:15]2)=[C:11](Cl)[N:10]=1.C([N:22](CC)C(C)C)(C)C.